Dataset: Full USPTO retrosynthesis dataset with 1.9M reactions from patents (1976-2016). Task: Predict the reactants needed to synthesize the given product. (1) The reactants are: C(Cl)[Cl:2].[Cl:4][C:5]1[CH:10]=[C:9]([C:11](Cl)=[O:12])[CH:8]=[C:7]([Cl:14])[N:6]=1.[CH3:15][N:16]1[CH2:21][CH2:20][NH:19][CH2:18][CH2:17]1. Given the product [ClH:2].[Cl:4][C:5]1[CH:10]=[C:9]([C:11]([N:19]2[CH2:20][CH2:21][N:16]([CH3:15])[CH2:17][CH2:18]2)=[O:12])[CH:8]=[C:7]([Cl:14])[N:6]=1, predict the reactants needed to synthesize it. (2) Given the product [F:19][C:20]1[CH:21]=[CH:22][C:23]([C:26]2[CH:34]=[C:33]3[C:29]([C:30]([NH:43][C:44](=[O:48])[CH2:45][CH2:46][CH3:47])=[N:31][NH:32]3)=[CH:28][CH:27]=2)=[CH:24][CH:25]=1, predict the reactants needed to synthesize it. The reactants are: [F-].C([N+](CCCC)(CCCC)CCCC)CCC.[F:19][C:20]1[CH:25]=[CH:24][C:23]([C:26]2[CH:34]=[C:33]3[C:29]([C:30]([NH:43][C:44](=[O:48])[CH2:45][CH2:46][CH3:47])=[N:31][N:32]3COCC[Si](C)(C)C)=[CH:28][CH:27]=2)=[CH:22][CH:21]=1.C(OCC)(=O)C. (3) Given the product [ClH:67].[ClH:67].[ClH:67].[NH:34]1[CH2:35][CH2:36][CH:31]([N:23]2[CH2:22][C:21]([CH2:25][C:26]#[N:27])([N:19]3[CH:20]=[C:16]([C:15]4[CH:14]=[CH:13][N:12]=[C:11]5[N:7]([CH2:6][O:5][CH2:4][CH2:3][Si:2]([CH3:28])([CH3:1])[CH3:29])[CH:8]=[CH:9][C:10]=45)[CH:17]=[N:18]3)[CH2:24]2)[CH2:32][CH2:33]1, predict the reactants needed to synthesize it. The reactants are: [CH3:1][Si:2]([CH3:29])([CH3:28])[CH2:3][CH2:4][O:5][CH2:6][N:7]1[C:11]2=[N:12][CH:13]=[CH:14][C:15]([C:16]3[CH:17]=[N:18][N:19]([C:21]4([CH2:25][C:26]#[N:27])[CH2:24][NH:23][CH2:22]4)[CH:20]=3)=[C:10]2[CH:9]=[CH:8]1.O=[C:31]1[CH2:36][CH2:35][N:34](C(OC(C)(C)C)=O)[CH2:33][CH2:32]1.C(N(CC)C(C)C)(C)C.C(O[BH-](OC(=O)C)OC(=O)C)(=O)C.[Na+].[ClH:67].O1CCOCC1. (4) The reactants are: [CH3:1][N:2]([C:12](=O)[CH2:13][CH2:14][CH2:15][CH2:16][C@H:17]1[C@@H:24]2[C@@H:20]([NH:21][C:22](=[O:25])[NH:23]2)[CH2:19][S:18]1)[CH2:3][CH2:4][CH2:5][CH2:6][CH2:7][C:8]([O:10][CH3:11])=[O:9].CSC.B.CO. Given the product [CH3:1][N:2]([CH2:12][CH2:13][CH2:14][CH2:15][CH2:16][C@H:17]1[C@@H:24]2[C@@H:20]([NH:21][C:22](=[O:25])[NH:23]2)[CH2:19][S:18]1)[CH2:3][CH2:4][CH2:5][CH2:6][CH2:7][C:8]([O:10][CH3:11])=[O:9], predict the reactants needed to synthesize it. (5) Given the product [CH3:29][O:28][C:25]1[N:24]=[C:23]2[NH:1][C:4]3[C:9]([C:10]([O:12][CH3:13])=[O:11])=[CH:8][C:7]([C:14]4[CH:19]=[CH:18][C:17]([O:20][CH3:21])=[CH:16][CH:15]=4)=[N:6][C:5]=3[C:22]2=[CH:27][CH:26]=1, predict the reactants needed to synthesize it. The reactants are: [N:1]([C:4]1[C:5]([C:22]2[CH:23]=[N:24][C:25]([O:28][CH3:29])=[CH:26][CH:27]=2)=[N:6][C:7]([C:14]2[CH:19]=[CH:18][C:17]([O:20][CH3:21])=[CH:16][CH:15]=2)=[CH:8][C:9]=1[C:10]([O:12][CH3:13])=[O:11])=[N+]=[N-]. (6) Given the product [Cl:1][C:2]1[N:7]=[C:6]([N:16]2[CH2:21][CH2:20][CH:19]([C:22]([O:24][CH3:25])=[O:23])[CH2:18][CH2:17]2)[CH:5]=[CH:4][N:3]=1, predict the reactants needed to synthesize it. The reactants are: [Cl:1][C:2]1[N:7]=[C:6](Cl)[CH:5]=[CH:4][N:3]=1.C(N(CC)CC)C.[NH:16]1[CH2:21][CH2:20][CH:19]([C:22]([O:24][CH3:25])=[O:23])[CH2:18][CH2:17]1. (7) Given the product [F:32][C:24]1[C:25]([O:30][CH3:31])=[CH:26][C:27]([O:28][CH3:29])=[C:2]([F:1])[C:3]=1[CH2:4][O:5][C:6]1[CH:11]=[N:10][C:9]([NH:12][C:13]2[CH:17]=[N:16][NH:15][CH:14]=2)=[N:8][CH:7]=1, predict the reactants needed to synthesize it. The reactants are: [F:1][C:2]1[C:27]([O:28][CH3:29])=[CH:26][C:25]([O:30][CH3:31])=[C:24]([F:32])[C:3]=1[CH2:4][O:5][C:6]1[CH:7]=[N:8][C:9]([NH:12][C:13]2[CH:14]=[N:15][N:16](C3CCCCO3)[CH:17]=2)=[N:10][CH:11]=1.Cl.O1CCOCC1. (8) Given the product [CH3:45][O:44][C:41]1[CH:40]=[CH:39][C:38]([CH2:37][N:27]([CH2:28][C:29]2[CH:30]=[CH:31][C:32]([O:35][CH3:36])=[CH:33][CH:34]=2)[C:22]2[N:23]=[C:24]([CH3:26])[N:25]=[C:20]([C:19]3[C:14]([NH:12][C:7]4[CH:8]=[C:9]5[C:4](=[CH:5][CH:6]=4)[N:3]=[C:2]([CH3:1])[CH:11]=[CH:10]5)=[N:15][CH:16]=[CH:17][CH:18]=3)[N:21]=2)=[CH:43][CH:42]=1, predict the reactants needed to synthesize it. The reactants are: [CH3:1][C:2]1[CH:11]=[CH:10][C:9]2[C:4](=[CH:5][CH:6]=[C:7]([NH2:12])[CH:8]=2)[N:3]=1.F[C:14]1[C:19]([C:20]2[N:25]=[C:24]([CH3:26])[N:23]=[C:22]([N:27]([CH2:37][C:38]3[CH:43]=[CH:42][C:41]([O:44][CH3:45])=[CH:40][CH:39]=3)[CH2:28][C:29]3[CH:34]=[CH:33][C:32]([O:35][CH3:36])=[CH:31][CH:30]=3)[N:21]=2)=[CH:18][CH:17]=[CH:16][N:15]=1. (9) Given the product [Cl:1][C:2]1[N:3]=[CH:4][CH:5]=[C:6]2[C:11]=1[N:10]=[CH:9][C:8]([O:12][CH2:13][C:14]1[N:19]=[CH:18][O:17][CH:16]=1)=[CH:7]2, predict the reactants needed to synthesize it. The reactants are: [Cl:1][C:2]1[N:3]=[CH:4][CH:5]=[C:6]2[C:11]=1[N:10]=[CH:9][C:8]([O:12][CH2:13][CH:14]1[CH2:16]C1)=[CH:7]2.[O:17]1C=C(CO)[N:19]=[CH:18]1.ClC1N=CC=C2C=1N=CC(O)=C2.